This data is from Reaction yield outcomes from USPTO patents with 853,638 reactions. The task is: Predict the reaction yield, written as a fraction of the theoretical maximum amount of product (1.0 means a 100% yield; for example, 0.34 means a 34% yield). (1) The reactants are [N+:1]([C:4]1[CH:5]=[CH:6][C:7]2[NH:12][C:11](=[O:13])[CH2:10][O:9][C:8]=2[CH:14]=1)([O-:3])=[O:2].Cl.Cl[CH2:17][CH2:18][N:19]1[CH2:23][CH2:22][CH2:21][CH2:20]1.C([O-])([O-])=O.[K+].[K+]. The product is [N+:1]([C:4]1[CH:5]=[CH:6][C:7]2[N:12]([CH2:17][CH2:18][N:19]3[CH2:23][CH2:22][CH2:21][CH2:20]3)[C:11](=[O:13])[CH2:10][O:9][C:8]=2[CH:14]=1)([O-:3])=[O:2]. The catalyst is CN(C=O)C.O. The yield is 0.650. (2) The reactants are [C:1]([C:4]1[O:5][CH:6]=[CH:7][CH:8]=1)(=[O:3])[CH3:2].CO[CH:11](OC)[N:12]([CH3:14])[CH3:13]. No catalyst specified. The yield is 0.970. The product is [CH3:11][N:12]([CH3:14])[CH:13]=[CH:2][C:1]([C:4]1[O:5][CH:6]=[CH:7][CH:8]=1)=[O:3]. (3) The reactants are [OH:1][CH2:2][CH2:3][O:4][C:5]1[CH:10]=[CH:9][C:8]([C:11]([C:13]2[CH:18]=[CH:17][CH:16]=[CH:15][CH:14]=2)=[O:12])=[CH:7][CH:6]=1.C(N(CC)CC)C.[C:26](Cl)(=[O:33])[C:27]1[CH:32]=[CH:31][CH:30]=[CH:29][CH:28]=1.CO. The catalyst is C(Cl)Cl. The product is [C:26]([O:1][CH2:2][CH2:3][O:4][C:5]1[CH:10]=[CH:9][C:8]([C:11](=[O:12])[C:13]2[CH:18]=[CH:17][CH:16]=[CH:15][CH:14]=2)=[CH:7][CH:6]=1)(=[O:33])[C:27]1[CH:32]=[CH:31][CH:30]=[CH:29][CH:28]=1. The yield is 0.770.